From a dataset of Peptide-MHC class I binding affinity with 185,985 pairs from IEDB/IMGT. Regression. Given a peptide amino acid sequence and an MHC pseudo amino acid sequence, predict their binding affinity value. This is MHC class I binding data. (1) The MHC is HLA-B51:01 with pseudo-sequence HLA-B51:01. The binding affinity (normalized) is 0.213. The peptide sequence is YQVPFVQAF. (2) The peptide sequence is LMNFHQKKN. The MHC is HLA-A02:01 with pseudo-sequence HLA-A02:01. The binding affinity (normalized) is 0. (3) The peptide sequence is SFYVNRGFK. The MHC is HLA-A11:01 with pseudo-sequence HLA-A11:01. The binding affinity (normalized) is 0.556. (4) The peptide sequence is AVNAATYNR. The MHC is HLA-A68:02 with pseudo-sequence HLA-A68:02. The binding affinity (normalized) is 0.0847. (5) The peptide sequence is PTDYAKPQY. The MHC is HLA-B07:02 with pseudo-sequence HLA-B07:02. The binding affinity (normalized) is 0.0847.